Dataset: Experimental lipophilicity measurements (octanol/water distribution) for 4,200 compounds from AstraZeneca. Task: Regression/Classification. Given a drug SMILES string, predict its absorption, distribution, metabolism, or excretion properties. Task type varies by dataset: regression for continuous measurements (e.g., permeability, clearance, half-life) or binary classification for categorical outcomes (e.g., BBB penetration, CYP inhibition). For this dataset (lipophilicity_astrazeneca), we predict Y. (1) The compound is Nc1nc(-c2ccc(Cl)cc2)cs1. The Y is 3.31 logD. (2) The molecule is COc1cc(Nc2cc(Nc3c(Cl)ccc4c3OCO4)ncn2)cc(OC)c1OC. The Y is 3.07 logD. (3) The Y is 3.32 logD. The molecule is CC(C)Cn1c(=O)n(C)c(=O)c2c(S(=O)(=O)N3CC[C@@H](O)C3)c(Cc3ccccc3C(F)(F)F)sc21. (4) The molecule is CC(=O)NCc1ccc(CN2CCN(c3ccccc3)CC2)cc1. The Y is 1.78 logD. (5) The drug is COc1ccc2c(C)cc(N[C@H]3CCC[C@H](NCc4cccc(OC(F)(F)F)c4)C3)nc2c1. The Y is 3.61 logD. (6) The compound is Cc1cc(COC(=O)Nc2ccc(-c3ccccc3)n(CC(=O)NC(C(=O)C(F)(F)F)C(C)C)c2=O)cc(C)n1. The Y is 2.38 logD. (7) The molecule is Nc1nc(NCc2ccccc2)nc2c1nc(O)n2Cc1ccccc1. The Y is 3.69 logD. (8) The drug is O=C(NC1Cc2ccccc2N(C[C@@H](O)CO)C1=O)c1cc2cc(Cl)sc2[nH]1. The Y is 3.37 logD. (9) The molecule is CNc1c(Br)cnc2[nH]c(-c3cccc(N)c3)nc12. The Y is 2.96 logD. (10) The compound is OCCOCCN1CCN(C(c2ccccc2)c2ccc(Cl)cc2)CC1. The Y is 3.08 logD.